Task: Predict the product of the given reaction.. Dataset: Forward reaction prediction with 1.9M reactions from USPTO patents (1976-2016) Given the reactants [CH2:1]([N:8]1[C:13](=[O:14])[C:12]([CH3:15])=[C:11]2[S:16][C:17]([C:19](O)=[O:20])=[CH:18][N:10]2[C:9]1=[O:22])[C:2]1[CH:7]=[CH:6][CH:5]=[CH:4][CH:3]=1.[S:23]1[CH:27]=[CH:26][N:25]2[CH:28]=[C:29]([CH2:31][NH2:32])[N:30]=[C:24]12.O.ON1C2C=CC=CC=2N=N1.Cl.CN(C)CCCN=C=NCC, predict the reaction product. The product is: [S:23]1[CH:27]=[CH:26][N:25]2[CH:28]=[C:29]([CH2:31][NH:32][C:19]([C:17]3[S:16][C:11]4[N:10]([C:9](=[O:22])[N:8]([CH2:1][C:2]5[CH:7]=[CH:6][CH:5]=[CH:4][CH:3]=5)[C:13](=[O:14])[C:12]=4[CH3:15])[CH:18]=3)=[O:20])[N:30]=[C:24]12.